The task is: Predict the reactants needed to synthesize the given product.. This data is from Full USPTO retrosynthesis dataset with 1.9M reactions from patents (1976-2016). Given the product [CH2:24]([Si:19]([CH2:20][CH3:21])([CH2:22][CH3:23])[O:18][C@H:12]([CH2:13][CH2:14][CH2:15][CH:16]=[CH2:17])[CH2:11][CH:10]=[O:26])[CH3:25], predict the reactants needed to synthesize it. The reactants are: C([C@@H]1CSC(=S)N1[C:10](=[O:26])[CH2:11][C@H:12]([O:18][Si:19]([CH2:24][CH3:25])([CH2:22][CH3:23])[CH2:20][CH3:21])[CH2:13][CH2:14][CH2:15][CH:16]=[CH2:17])(C)C.CC(C[AlH]CC(C)C)C.C(C(C(C([O-])=O)O)O)([O-])=O.[K+].[Na+].